From a dataset of Retrosynthesis with 50K atom-mapped reactions and 10 reaction types from USPTO. Predict the reactants needed to synthesize the given product. (1) Given the product Nc1c(O)c(Cl)cc(F)c1-n1ncc(C(F)(F)F)cc1=O, predict the reactants needed to synthesize it. The reactants are: O=c1cc(C(F)(F)F)cnn1-c1c(F)cc(Cl)c(O)c1[N+](=O)[O-]. (2) The reactants are: CC(C)(C)OC(=O)N1CCc2c(sc3cc(-n4ccc(OCc5ccc(Cl)cn5)cc4=O)ccc23)C1. Given the product O=c1cc(OCc2ccc(Cl)cn2)ccn1-c1ccc2c3c(sc2c1)CNCC3, predict the reactants needed to synthesize it. (3) Given the product C[C@@H](N)C(=O)O[C@H]1CC[C@]2(C)[C@H]3CC[C@]4(C)[C@@H](c5ccc(=O)oc5)CC[C@]4(O)[C@@H]3CC[C@@H]2C1, predict the reactants needed to synthesize it. The reactants are: C[C@@H](NC(=O)OC(C)(C)C)C(=O)O[C@H]1CC[C@]2(C)[C@H]3CC[C@]4(C)[C@@H](c5ccc(=O)oc5)CC[C@]4(O)[C@@H]3CC[C@@H]2C1. (4) Given the product Cn1cc(-c2ccnc(N3CCn4c(cc5c4CC(C)(C)C5)C3=O)c2CO)cc(Nc2cc3n(n2)CCN(C2COC2)C3)c1=O, predict the reactants needed to synthesize it. The reactants are: Cn1cc(-c2ccnc(N3CCn4c(cc5c4CC(C)(C)C5)C3=O)c2C=O)cc(Nc2cc3n(n2)CCN(C2COC2)C3)c1=O. (5) Given the product CC(=O)Nc1ccc(Sc2ccc(OCc3cccc(C)c3)cc2N)cc1, predict the reactants needed to synthesize it. The reactants are: CC(=O)Nc1ccc(Sc2ccc(O)cc2N)cc1.Cc1cccc(CBr)c1.